This data is from Full USPTO retrosynthesis dataset with 1.9M reactions from patents (1976-2016). The task is: Predict the reactants needed to synthesize the given product. (1) Given the product [CH2:1]1[O:16][C:4]2([C@:13]3([CH3:24])[C:8](=[CH:9][C:10](=[O:15])/[C:11](=[CH:17]/[OH:18])/[CH2:12]3)[CH2:7][CH2:6][CH2:5]2)[O:3][CH2:2]1, predict the reactants needed to synthesize it. The reactants are: [CH2:1]1[O:16][C:4]2([C@:13]3(O)[C:8](=[CH:9][C:10](=[O:15])[CH2:11][CH2:12]3)[CH2:7][CH2:6][CH2:5]2)[O:3][CH2:2]1.[CH:17](OCC)=[O:18].[H-].[Na+].[CH3:24]O. (2) Given the product [CH:1]1([CH:4]([C:18]2[CH:23]=[CH:22][CH:21]=[CH:20][N:19]=2)[NH:5][C:6]([C:8]2[CH:9]=[C:10]3[C:14](=[CH:15][CH:16]=2)[NH:13][N:12]=[C:11]3[C:38]2[CH:39]=[CH:40][C:35]([O:34][CH:31]3[CH2:30][CH2:29][N:28]([CH:26]4[CH2:27][O:24][CH2:25]4)[CH2:33][CH2:32]3)=[CH:36][CH:37]=2)=[O:7])[CH2:3][CH2:2]1, predict the reactants needed to synthesize it. The reactants are: [CH:1]1([CH:4]([C:18]2[CH:23]=[CH:22][CH:21]=[CH:20][N:19]=2)[NH:5][C:6]([C:8]2[CH:9]=[C:10]3[C:14](=[CH:15][CH:16]=2)[NH:13][N:12]=[C:11]3I)=[O:7])[CH2:3][CH2:2]1.[O:24]1[CH2:27][CH:26]([N:28]2[CH2:33][CH2:32][CH:31]([O:34][C:35]3[CH:40]=[CH:39][C:38](B4OC(C)(C)C(C)(C)O4)=[CH:37][CH:36]=3)[CH2:30][CH2:29]2)[CH2:25]1. (3) The reactants are: [CH3:1][C:2]1([C:14]2[CH:19]=[CH:18][CH:17]=[CH:16][CH:15]=2)[CH:6]=[CH:5][CH2:4][N:3]1[C:7]([O:9][C:10]([CH3:13])([CH3:12])[CH3:11])=[O:8].[OH2:20].[OH-].[Na+].OO. Given the product [OH:20][CH:5]1[CH2:4][N:3]([C:7]([O:9][C:10]([CH3:11])([CH3:12])[CH3:13])=[O:8])[C:2]([CH3:1])([C:14]2[CH:19]=[CH:18][CH:17]=[CH:16][CH:15]=2)[CH2:6]1, predict the reactants needed to synthesize it. (4) The reactants are: C1(C2N=NC(NNC(=O)CC3C=C4C(=CC=3)N=CC=C4)=NC=2)C=CC=CC=1.[Br:28][C:29]1[CH:34]=[CH:33][C:32]([C:35]2[N:40]=[N:39][C:38]([NH:41][NH:42][C:43](=O)[CH2:44][C:45]3[C:53]4[C:48](=[CH:49][CH:50]=[CH:51][CH:52]=4)[NH:47][CH:46]=3)=[N:37][CH:36]=2)=[CH:31][CH:30]=1. Given the product [NH:47]1[C:48]2[C:53](=[CH:52][CH:51]=[CH:50][CH:49]=2)[C:45]([CH2:44][C:43]2[N:39]3[N:40]=[C:35]([C:32]4[CH:33]=[CH:34][C:29]([Br:28])=[CH:30][CH:31]=4)[CH:36]=[N:37][C:38]3=[N:41][N:42]=2)=[CH:46]1, predict the reactants needed to synthesize it. (5) Given the product [F:1][C:2]([F:7])([F:6])[C:3]([OH:5])=[O:4].[CH3:33][N:31]([CH3:32])[CH2:30][CH2:29][O:28][C:25]1[CH:26]=[CH:27][C:22]([CH:18]([NH:17][C:14]2[CH:13]=[CH:12][C:11]([C:8]([NH2:9])=[NH:10])=[CH:16][CH:15]=2)[C:19](=[O:21])[NH:69][NH:68][C:66]([C:62]2[CH:61]=[N:60][CH:65]=[CH:64][CH:63]=2)=[O:67])=[CH:23][C:24]=1[O:34][CH2:35][CH3:36], predict the reactants needed to synthesize it. The reactants are: [F:1][C:2]([F:7])([F:6])[C:3]([OH:5])=[O:4].[C:8]([C:11]1[CH:16]=[CH:15][C:14]([NH:17][CH:18]([C:22]2[CH:27]=[CH:26][C:25]([O:28][CH2:29][CH2:30][N:31]([CH3:33])[CH3:32])=[C:24]([O:34][CH2:35][CH3:36])[CH:23]=2)[C:19]([OH:21])=O)=[CH:13][CH:12]=1)(=[NH:10])[NH2:9].O.ON1C2C=CC=CC=2N=N1.Cl.C(N=C=NCCCN(C)C)C.[N:60]1[CH:65]=[CH:64][CH:63]=[C:62]([C:66]([NH:68][NH2:69])=[O:67])[CH:61]=1. (6) Given the product [CH:27]1([N:26]2[C:21]3[C:20](=[O:34])[NH:19][C:18]([C:15]4[CH:16]=[CH:17][C:12]([C:41]5([OH:44])[CH2:42][CH2:43][N:38]([CH3:37])[CH2:39][CH2:40]5)=[CH:13][C:14]=4[O:35][CH3:36])=[N:23][C:22]=3[C:24]([CH3:33])=[N:25]2)[CH2:32][CH2:31][CH2:30][CH2:29][CH2:28]1, predict the reactants needed to synthesize it. The reactants are: C([Li])CCC.O1CCCC1.Br[C:12]1[CH:17]=[CH:16][C:15]([C:18]2[NH:19][C:20](=[O:34])[C:21]3[N:26]([CH:27]4[CH2:32][CH2:31][CH2:30][CH2:29][CH2:28]4)[N:25]=[C:24]([CH3:33])[C:22]=3[N:23]=2)=[C:14]([O:35][CH3:36])[CH:13]=1.[CH3:37][N:38]1[CH2:43][CH2:42][C:41](=[O:44])[CH2:40][CH2:39]1.